The task is: Predict the product of the given reaction.. This data is from Forward reaction prediction with 1.9M reactions from USPTO patents (1976-2016). (1) Given the reactants [H-].[Na+].F[C:4]1[CH:9]=[C:8]([N+:10]([O-:12])=[O:11])[CH:7]=[CH:6][C:5]=1[N:13]1[C:17]([CH3:18])=[N:16][CH:15]=[N:14]1.[CH2:19]([OH:22])[CH:20]=[CH2:21], predict the reaction product. The product is: [CH2:19]([O:22][C:4]1[CH:9]=[C:8]([N+:10]([O-:12])=[O:11])[CH:7]=[CH:6][C:5]=1[N:13]1[C:17]([CH3:18])=[N:16][CH:15]=[N:14]1)[CH:20]=[CH2:21]. (2) Given the reactants [CH3:1][C:2]1[CH:3]=[C:4]([CH2:12][OH:13])[CH:5]=[N:6][C:7]=1[C:8]([F:11])([F:10])[F:9], predict the reaction product. The product is: [CH3:1][C:2]1[CH:3]=[C:4]([CH:12]=[O:13])[CH:5]=[N:6][C:7]=1[C:8]([F:11])([F:9])[F:10]. (3) Given the reactants [CH3:1][O:2][C:3](=[O:19])[C:4]1[CH:9]=[C:8]([O:10][C:11]2[CH:16]=[CH:15][C:14]([NH2:17])=[CH:13][CH:12]=2)[CH:7]=[CH:6][C:5]=1[NH2:18].[CH:20](=O)[CH2:21][CH2:22][CH2:23][CH2:24][CH3:25].C(O[BH-](OC(=O)C)OC(=O)C)(=O)C.[Na+], predict the reaction product. The product is: [CH3:1][O:2][C:3](=[O:19])[C:4]1[CH:9]=[C:8]([O:10][C:11]2[CH:16]=[CH:15][C:14]([NH:17][CH2:20][CH2:21][CH2:22][CH2:23][CH2:24][CH3:25])=[CH:13][CH:12]=2)[CH:7]=[CH:6][C:5]=1[NH2:18].